Dataset: Peptide-MHC class I binding affinity with 185,985 pairs from IEDB/IMGT. Task: Regression. Given a peptide amino acid sequence and an MHC pseudo amino acid sequence, predict their binding affinity value. This is MHC class I binding data. (1) The peptide sequence is RTIHHASAP. The MHC is HLA-B15:01 with pseudo-sequence HLA-B15:01. The binding affinity (normalized) is 0.0293. (2) The peptide sequence is APRGFRAAF. The MHC is HLA-B58:01 with pseudo-sequence HLA-B58:01. The binding affinity (normalized) is 0.0847.